Dataset: Catalyst prediction with 721,799 reactions and 888 catalyst types from USPTO. Task: Predict which catalyst facilitates the given reaction. (1) Reactant: [F:1][C:2]1[CH:7]=[CH:6][C:5]([CH2:8][CH2:9][NH:10][S:11]([C:14]2[CH:18]=[C:17](Cl)[S:16][CH:15]=2)(=[O:13])=[O:12])=[CH:4][CH:3]=1.[CH:20]([Sn](CCCC)(CCCC)CCCC)=[CH2:21].[F-].[Cs+].O1CCOC[CH2:38]1. Product: [F:1][C:2]1[CH:7]=[CH:6][C:5]([CH2:8][CH2:9][N:10]([CH3:38])[S:11]([C:14]2[CH:18]=[C:17]([CH:20]=[CH2:21])[S:16][CH:15]=2)(=[O:13])=[O:12])=[CH:4][CH:3]=1. The catalyst class is: 13. (2) Reactant: [F:1][C:2]1[CH:17]=[CH:16][C:5]([C:6]([N:8]2[CH2:12][CH2:11][CH:10]([C:13]#[N:14])[C:9]2=[O:15])=[O:7])=[CH:4][CH:3]=1.[H-].[Na+].I[CH2:21][CH3:22].[Cl-].[NH4+]. Product: [CH2:21]([C:10]1([C:13]#[N:14])[CH2:11][CH2:12][N:8]([C:6](=[O:7])[C:5]2[CH:16]=[CH:17][C:2]([F:1])=[CH:3][CH:4]=2)[C:9]1=[O:15])[CH3:22]. The catalyst class is: 9. (3) Reactant: [Cl:1][C:2]1[CH:3]=[CH:4][C:5]([O:17][CH2:18][C:19]2[CH:24]=[CH:23][CH:22]=[CH:21][CH:20]=2)=[C:6]([CH2:8][C:9]2[O:13][C:12]([C:14]([OH:16])=O)=[CH:11][CH:10]=2)[CH:7]=1.OC1C2N=NNC=2C=CC=1.Cl.[CH3:36][NH:37][O:38][CH3:39].C(N(CC)CC)C.Cl.CN(C)CCCN=C=NCC. Product: [Cl:1][C:2]1[CH:3]=[CH:4][C:5]([O:17][CH2:18][C:19]2[CH:24]=[CH:23][CH:22]=[CH:21][CH:20]=2)=[C:6]([CH2:8][C:9]2[O:13][C:12]([C:14]([N:37]([CH3:36])[O:38][CH3:39])=[O:16])=[CH:11][CH:10]=2)[CH:7]=1. The catalyst class is: 4. (4) Reactant: [F:1][C:2]1[CH:10]=[C:9]2[C:5]([C:6]([C:20]3[CH:21]=[N:22][C:23](C)=[CH:24][CH:25]=3)=[CH:7][N:8]2[S:11]([C:14]2[CH:19]=[CH:18][CH:17]=[CH:16][CH:15]=2)(=[O:13])=[O:12])=[CH:4][CH:3]=1.C1C=C(Cl)C=C(C(OO)=[O:35])C=1. Product: [F:1][C:2]1[CH:10]=[C:9]2[C:5]([C:6]([C:20]3[CH:21]=[N+:22]([O-:35])[CH:23]=[CH:24][CH:25]=3)=[CH:7][N:8]2[S:11]([C:14]2[CH:19]=[CH:18][CH:17]=[CH:16][CH:15]=2)(=[O:13])=[O:12])=[CH:4][CH:3]=1. The catalyst class is: 326. (5) Reactant: Br[C:2]1[C:10]2[C:5](=[CH:6][C:7]([S:11]([N:14]([CH2:20][C:21]3[CH:26]=[CH:25][C:24]([O:27][CH3:28])=[CH:23][C:22]=3[O:29][CH3:30])[C:15]3[S:19][N:18]=[CH:17][N:16]=3)(=[O:13])=[O:12])=[CH:8][CH:9]=2)[NH:4][CH:3]=1.[CH3:31][N:32]1[C:36]([C:37]2[CH:42]=[C:41]([C:43]([F:46])([F:45])[F:44])[CH:40]=[CH:39][C:38]=2B(O)O)=[CH:35][CH:34]=[N:33]1.P([O-])([O-])([O-])=O.[K+].[K+].[K+].O1CCOCC1. Product: [CH3:30][O:29][C:22]1[CH:23]=[C:24]([O:27][CH3:28])[CH:25]=[CH:26][C:21]=1[CH2:20][N:14]([C:15]1[S:19][N:18]=[CH:17][N:16]=1)[S:11]([C:7]1[CH:6]=[C:5]2[C:10]([C:2]([C:38]3[CH:39]=[CH:40][C:41]([C:43]([F:46])([F:44])[F:45])=[CH:42][C:37]=3[C:36]3[N:32]([CH3:31])[N:33]=[CH:34][CH:35]=3)=[CH:3][NH:4]2)=[CH:9][CH:8]=1)(=[O:12])=[O:13]. The catalyst class is: 6. (6) Reactant: [CH2:1]([N:5]1[C:11]2[CH:12]=[CH:13][CH:14]=[CH:15][C:10]=2[CH2:9][CH2:8][C@@H:7]([NH:16][C:17](=[O:26])[O:18][CH2:19][C:20]2[CH:25]=[CH:24][CH:23]=[CH:22][CH:21]=2)[C:6]1=O)[C:2]([CH3:4])=O.C([O-])(=O)C.[NH4+:32].[OH-].[NH4+]. Product: [NH3:5].[CH3:4][C:2]1[N:32]=[C:6]2[CH:7]([NH:16][C:17](=[O:26])[O:18][CH2:19][C:20]3[CH:25]=[CH:24][CH:23]=[CH:22][CH:21]=3)[CH2:8][CH2:9][C:10]3[CH:15]=[CH:14][CH:13]=[CH:12][C:11]=3[N:5]2[CH:1]=1. The catalyst class is: 15. (7) Reactant: Br[C:2]1[CH:3]=[C:4]2[C:8](=[CH:9][CH:10]=1)[C:7](=[O:11])[NH:6][CH2:5]2.[CH3:12][C:13]1([CH3:29])[C:17]([CH3:19])([CH3:18])[O:16][B:15]([B:15]2[O:16][C:17]([CH3:19])([CH3:18])[C:13]([CH3:29])([CH3:12])[O:14]2)[O:14]1.C([O-])(=O)C.[K+]. Product: [CH3:12][C:13]1([CH3:29])[C:17]([CH3:19])([CH3:18])[O:16][B:15]([C:2]2[CH:3]=[C:4]3[C:8](=[CH:9][CH:10]=2)[C:7](=[O:11])[NH:6][CH2:5]3)[O:14]1. The catalyst class is: 75. (8) Reactant: [Si]([O:8][CH2:9][C@@H:10]([NH:12][C:13]([C:15]1[N:16]=[C:17]([N:20]2[CH2:23][CH:22]([S:24][C:25]3[C@H:26]([CH3:49])[C@@H:27]4[C@@H:44]([C@H:45]([OH:47])[CH3:46])[C:43](=[O:48])[N:28]4[C:29]=3[C:30]([O:32][CH2:33][C:34]3[CH:39]=[CH:38][C:37]([N+:40]([O-:42])=[O:41])=[CH:36][CH:35]=3)=[O:31])[CH2:21]2)[S:18][CH:19]=1)=[O:14])[CH3:11])(C(C)(C)C)(C)C.C(O)(=O)C.[F-].C([N+](CCCC)(CCCC)CCCC)CCC. Product: [OH:8][CH2:9][C@@H:10]([NH:12][C:13]([C:15]1[N:16]=[C:17]([N:20]2[CH2:21][CH:22]([S:24][C:25]3[C@H:26]([CH3:49])[C@@H:27]4[C@@H:44]([C@H:45]([OH:47])[CH3:46])[C:43](=[O:48])[N:28]4[C:29]=3[C:30]([O:32][CH2:33][C:34]3[CH:39]=[CH:38][C:37]([N+:40]([O-:42])=[O:41])=[CH:36][CH:35]=3)=[O:31])[CH2:23]2)[S:18][CH:19]=1)=[O:14])[CH3:11]. The catalyst class is: 7. (9) Reactant: COC([C:5]1([CH2:18][C:19]2[CH:24]=[CH:23][C:22]([Cl:25])=[CH:21][CH:20]=2)[CH2:9][CH2:8][C:7]([CH2:11][O:12][S:13]([CH3:16])(=[O:15])=[O:14])([CH3:10])[C:6]1=[O:17])=O.CS(O)(=O)=O. Product: [Cl:25][C:22]1[CH:21]=[CH:20][C:19]([CH2:18][CH:5]2[CH2:9][CH2:8][C:7]([CH2:11][O:12][S:13]([CH3:16])(=[O:15])=[O:14])([CH3:10])[C:6]2=[O:17])=[CH:24][CH:23]=1. The catalyst class is: 6. (10) Reactant: [NH2:1][C:2]1[CH:7]=[CH:6][C:5]([N+:8]([O-:10])=[O:9])=[CH:4][C:3]=1[SH:11].C(=O)(O)[O-].[Na+].Cl[CH2:18][C:19](Cl)=[O:20]. Product: [N+:8]([C:5]1[CH:6]=[CH:7][C:2]2[NH:1][C:19](=[O:20])[CH2:18][S:11][C:3]=2[CH:4]=1)([O-:10])=[O:9]. The catalyst class is: 30.